Dataset: Peptide-MHC class II binding affinity with 134,281 pairs from IEDB. Task: Regression. Given a peptide amino acid sequence and an MHC pseudo amino acid sequence, predict their binding affinity value. This is MHC class II binding data. The peptide sequence is MYYVSGARSNVTFTVK. The MHC is DRB1_0901 with pseudo-sequence DRB1_0901. The binding affinity (normalized) is 0.677.